Task: Predict the reaction yield, written as a fraction of the theoretical maximum amount of product (1.0 means a 100% yield; for example, 0.34 means a 34% yield).. Dataset: Reaction yield outcomes from USPTO patents with 853,638 reactions (1) The reactants are Cl.[CH3:2][O:3][C:4](=[O:27])[C@H:5]([CH2:7][C:8]1[CH:13]=[CH:12][C:11]([C:14]2[C:15](=[O:26])[N:16]([CH3:25])[C:17]([C:21]([F:24])([F:23])[F:22])=[CH:18][C:19]=2[CH3:20])=[CH:10][CH:9]=1)[NH2:6].[Cl:28][C:29]1[CH:37]=[CH:36][CH:35]=[C:34]([Cl:38])[C:30]=1[C:31](Cl)=[O:32].CCN(C(C)C)C(C)C. The catalyst is C1COCC1.C(OCC)(=O)C. The product is [CH3:2][O:3][C:4](=[O:27])[C@H:5]([CH2:7][C:8]1[CH:9]=[CH:10][C:11]([C:14]2[C:15](=[O:26])[N:16]([CH3:25])[C:17]([C:21]([F:22])([F:23])[F:24])=[CH:18][C:19]=2[CH3:20])=[CH:12][CH:13]=1)[NH:6][C:31]([C:30]1[C:29]([Cl:28])=[CH:37][CH:36]=[CH:35][C:34]=1[Cl:38])=[O:32]. The yield is 0.935. (2) The reactants are [F:1][C:2]([F:16])([F:15])[C:3]([N:5]([CH:12]([CH3:14])[CH3:13])[C:6]1[CH:7]=[N:8][O:9][C:10]=1[CH3:11])=O.C[O-].[Na+].[Cl-].[NH4+]. The catalyst is CCO.[Pd]. The product is [C:10]([C:6]1[N:5]([CH:12]([CH3:14])[CH3:13])[C:3]([C:2]([F:16])([F:15])[F:1])=[N:8][CH:7]=1)(=[O:9])[CH3:11]. The yield is 0.710.